The task is: Predict which catalyst facilitates the given reaction.. This data is from Catalyst prediction with 721,799 reactions and 888 catalyst types from USPTO. Reactant: [Cl:1][C:2]1[CH:3]=[C:4]([CH:36]=[CH:37][C:38]=1[O:39][CH2:40][C:41]1[CH:46]=[CH:45][CH:44]=[CH:43][N:42]=1)[NH:5][C:6]1[C:15]2[C:10](=[CH:11][C:12]([O:31][CH2:32][CH3:33])=[C:13]([NH:16][C:17](=[O:30])/[CH:18]=[CH:19]/[CH2:20][NH:21][CH2:22]C(OC(C)(C)C)=O)[CH:14]=2)[N:9]=[CH:8][C:7]=1[C:34]#[N:35].Cl.[OH-].[Na+]. Product: [Cl:1][C:2]1[CH:3]=[C:4]([CH:36]=[CH:37][C:38]=1[O:39][CH2:40][C:41]1[CH:46]=[CH:45][CH:44]=[CH:43][N:42]=1)[NH:5][C:6]1[C:15]2[C:10](=[CH:11][C:12]([O:31][CH2:32][CH3:33])=[C:13]([NH:16][C:17](=[O:30])/[CH:18]=[CH:19]/[CH2:20][NH:21][CH3:22])[CH:14]=2)[N:9]=[CH:8][C:7]=1[C:34]#[N:35]. The catalyst class is: 125.